This data is from NCI-60 drug combinations with 297,098 pairs across 59 cell lines. The task is: Regression. Given two drug SMILES strings and cell line genomic features, predict the synergy score measuring deviation from expected non-interaction effect. (1) Drug 1: CS(=O)(=O)C1=CC(=C(C=C1)C(=O)NC2=CC(=C(C=C2)Cl)C3=CC=CC=N3)Cl. Drug 2: CN(CC1=CN=C2C(=N1)C(=NC(=N2)N)N)C3=CC=C(C=C3)C(=O)NC(CCC(=O)O)C(=O)O. Cell line: NCI-H460. Synergy scores: CSS=34.6, Synergy_ZIP=3.21, Synergy_Bliss=-0.0801, Synergy_Loewe=-18.9, Synergy_HSA=-2.08. (2) Drug 2: C(CCl)NC(=O)N(CCCl)N=O. Synergy scores: CSS=-17.5, Synergy_ZIP=5.33, Synergy_Bliss=-1.26, Synergy_Loewe=-17.6, Synergy_HSA=-13.4. Drug 1: C1CCC(C1)C(CC#N)N2C=C(C=N2)C3=C4C=CNC4=NC=N3. Cell line: HL-60(TB). (3) Drug 1: CN1C(=O)N2C=NC(=C2N=N1)C(=O)N. Drug 2: CC1C(C(CC(O1)OC2CC(OC(C2O)C)OC3=CC4=CC5=C(C(=O)C(C(C5)C(C(=O)C(C(C)O)O)OC)OC6CC(C(C(O6)C)O)OC7CC(C(C(O7)C)O)OC8CC(C(C(O8)C)O)(C)O)C(=C4C(=C3C)O)O)O)O. Cell line: HOP-62. Synergy scores: CSS=11.5, Synergy_ZIP=3.58, Synergy_Bliss=2.45, Synergy_Loewe=-32.2, Synergy_HSA=-0.787. (4) Cell line: A498. Drug 1: C1=NC2=C(N=C(N=C2N1C3C(C(C(O3)CO)O)O)F)N. Synergy scores: CSS=31.1, Synergy_ZIP=1.13, Synergy_Bliss=-0.454, Synergy_Loewe=-26.8, Synergy_HSA=-0.851. Drug 2: CC1CCCC2(C(O2)CC(NC(=O)CC(C(C(=O)C(C1O)C)(C)C)O)C(=CC3=CSC(=N3)C)C)C. (5) Drug 1: CC1CCC2CC(C(=CC=CC=CC(CC(C(=O)C(C(C(=CC(C(=O)CC(OC(=O)C3CCCCN3C(=O)C(=O)C1(O2)O)C(C)CC4CCC(C(C4)OC)O)C)C)O)OC)C)C)C)OC. Drug 2: CNC(=O)C1=NC=CC(=C1)OC2=CC=C(C=C2)NC(=O)NC3=CC(=C(C=C3)Cl)C(F)(F)F. Cell line: M14. Synergy scores: CSS=13.2, Synergy_ZIP=-3.71, Synergy_Bliss=-0.496, Synergy_Loewe=-93.8, Synergy_HSA=-2.26. (6) Drug 1: CC1CCC2CC(C(=CC=CC=CC(CC(C(=O)C(C(C(=CC(C(=O)CC(OC(=O)C3CCCCN3C(=O)C(=O)C1(O2)O)C(C)CC4CCC(C(C4)OC)OCCO)C)C)O)OC)C)C)C)OC. Drug 2: C1CNP(=O)(OC1)N(CCCl)CCCl. Cell line: MOLT-4. Synergy scores: CSS=3.69, Synergy_ZIP=-3.46, Synergy_Bliss=0.605, Synergy_Loewe=-22.6, Synergy_HSA=-0.641. (7) Drug 1: CC1=C(C(=CC=C1)Cl)NC(=O)C2=CN=C(S2)NC3=CC(=NC(=N3)C)N4CCN(CC4)CCO. Drug 2: CC1C(C(CC(O1)OC2CC(OC(C2O)C)OC3=CC4=CC5=C(C(=O)C(C(C5)C(C(=O)C(C(C)O)O)OC)OC6CC(C(C(O6)C)O)OC7CC(C(C(O7)C)O)OC8CC(C(C(O8)C)O)(C)O)C(=C4C(=C3C)O)O)O)O. Cell line: EKVX. Synergy scores: CSS=36.5, Synergy_ZIP=-2.42, Synergy_Bliss=1.64, Synergy_Loewe=-0.979, Synergy_HSA=0.0954. (8) Drug 1: CN1CCC(CC1)COC2=C(C=C3C(=C2)N=CN=C3NC4=C(C=C(C=C4)Br)F)OC. Drug 2: CC1=C(C=C(C=C1)C(=O)NC2=CC(=CC(=C2)C(F)(F)F)N3C=C(N=C3)C)NC4=NC=CC(=N4)C5=CN=CC=C5. Cell line: BT-549. Synergy scores: CSS=-4.75, Synergy_ZIP=3.92, Synergy_Bliss=4.69, Synergy_Loewe=-3.55, Synergy_HSA=-1.96. (9) Drug 1: CN(C)C1=NC(=NC(=N1)N(C)C)N(C)C. Drug 2: C1=CC=C(C(=C1)C(C2=CC=C(C=C2)Cl)C(Cl)Cl)Cl. Cell line: NCI-H522. Synergy scores: CSS=3.56, Synergy_ZIP=1.01, Synergy_Bliss=5.20, Synergy_Loewe=1.60, Synergy_HSA=1.87.